This data is from Full USPTO retrosynthesis dataset with 1.9M reactions from patents (1976-2016). The task is: Predict the reactants needed to synthesize the given product. (1) The reactants are: [CH2:1]([NH:3][C:4](=[O:11])[NH:5]OCC(O)=O)[CH3:2].[NH2:12][C@@H:13]([CH2:37][CH:38]1[CH2:43][CH2:42][CH2:41][CH2:40][CH2:39]1)[C:14]([N:16]([C@@H:28]([CH3:36])[CH:29]([O:33][CH2:34][CH3:35])[O:30][CH2:31][CH3:32])[CH2:17][C:18]1[C:27]2[C:22](=[CH:23][CH:24]=[CH:25][CH:26]=2)[CH:21]=[CH:20][CH:19]=1)=[O:15]. Given the product [CH:38]1([CH2:37][C@H:13]([NH:12][C:29](=[O:30])[CH2:28][N:16]([CH3:14])[NH:5][C:4]([NH:3][CH2:1][CH3:2])=[O:11])[C:14]([N:16]([C@@H:28]([CH3:36])[CH:29]([O:33][CH2:34][CH3:35])[O:30][CH2:31][CH3:32])[CH2:17][C:18]2[C:27]3[C:22](=[CH:23][CH:24]=[CH:25][CH:26]=3)[CH:21]=[CH:20][CH:19]=2)=[O:15])[CH2:39][CH2:40][CH2:41][CH2:42][CH2:43]1, predict the reactants needed to synthesize it. (2) Given the product [C:39]([C:38]1[CH:41]=[CH:42][C:35]([CH2:13][CH2:12][NH:11][C:9]([O:8][CH2:7][C:1]2[CH:6]=[CH:5][CH:4]=[CH:3][CH:2]=2)=[O:10])=[CH:36][C:37]=1[F:43])#[N:40], predict the reactants needed to synthesize it. The reactants are: [C:1]1([CH2:7][O:8][C:9]([NH:11][CH:12]=[CH2:13])=[O:10])[CH:6]=[CH:5][CH:4]=[CH:3][CH:2]=1.C12CCCC(CCC1)B12[H]B2(C3CCCC2CCC3)[H]1.Br[C:35]1[CH:42]=[CH:41][C:38]([C:39]#[N:40])=[C:37]([F:43])[CH:36]=1. (3) The reactants are: [H-].[Na+].[CH3:3][C:4]1[CH:5]=[CH:6][C:7]([CH2:12][OH:13])=[N:8][C:9]=1[NH:10][CH3:11].[Si:14](Cl)([C:17]([CH3:20])([CH3:19])[CH3:18])([CH3:16])[CH3:15]. Given the product [Si:14]([O:13][CH2:12][C:7]1[N:8]=[C:9]([NH:10][CH3:11])[C:4]([CH3:3])=[CH:5][CH:6]=1)([C:17]([CH3:20])([CH3:19])[CH3:18])([CH3:16])[CH3:15], predict the reactants needed to synthesize it. (4) The reactants are: [O:1]=[C:2]1[CH2:6][C:5]2([CH2:11][CH2:10][N:9]([C:12]([O:14][C:15]([CH3:18])([CH3:17])[CH3:16])=[O:13])[CH2:8][CH2:7]2)[CH2:4][NH:3]1.Br[C:20]1[CH:25]=[CH:24][C:23]([N+:26]([O-:28])=[O:27])=[CH:22][N:21]=1.CN(C)[C@@H]1CCCC[C@H]1N.C([O-])([O-])=O.[K+].[K+]. Given the product [N+:26]([C:23]1[CH:24]=[CH:25][C:20]([N:3]2[C:2](=[O:1])[CH2:6][C:5]3([CH2:11][CH2:10][N:9]([C:12]([O:14][C:15]([CH3:18])([CH3:17])[CH3:16])=[O:13])[CH2:8][CH2:7]3)[CH2:4]2)=[N:21][CH:22]=1)([O-:28])=[O:27], predict the reactants needed to synthesize it. (5) Given the product [NH2:5][C:6]1[N:11]=[CH:10][C:9](/[CH:12]=[CH:13]/[C:14]([N:18]([CH2:19][C:20]2[NH:21][C:22]3[C:27]([CH:28]=2)=[CH:26][CH:25]=[CH:24][CH:23]=3)[CH3:17])=[O:16])=[CH:8][CH:7]=1, predict the reactants needed to synthesize it. The reactants are: C(Cl)CCl.[NH2:5][C:6]1[N:11]=[CH:10][C:9]([CH:12]=[CH:13][C:14]([OH:16])=O)=[CH:8][CH:7]=1.[CH3:17][NH:18][CH2:19][C:20]1[NH:21][C:22]2[C:27]([CH:28]=1)=[CH:26][CH:25]=[CH:24][CH:23]=2.C1C=CC2N(O)N=NC=2C=1.O.C(N(C(C)C)CC)(C)C. (6) Given the product [F:20][C:16]1[CH:15]=[C:14]2[C:19]([C:11]([C:9]3[CH:8]=[N:7][N:6]([CH:4]4[CH2:3][N:2]([C:42]([NH2:41])=[O:43])[CH2:5]4)[CH:10]=3)=[CH:12][N:13]2[S:21]([C:24]2[CH:29]=[CH:28][CH:27]=[CH:26][CH:25]=2)(=[O:22])=[O:23])=[CH:18][CH:17]=1, predict the reactants needed to synthesize it. The reactants are: Cl.[NH:2]1[CH2:5][CH:4]([N:6]2[CH:10]=[C:9]([C:11]3[C:19]4[C:14](=[CH:15][C:16]([F:20])=[CH:17][CH:18]=4)[N:13]([S:21]([C:24]4[CH:29]=[CH:28][CH:27]=[CH:26][CH:25]=4)(=[O:23])=[O:22])[CH:12]=3)[CH:8]=[N:7]2)[CH2:3]1.CCN(CC)CC.[Si]([N:41]=[C:42]=[O:43])(C)(C)C. (7) Given the product [CH3:33][N:34]1[C:38]2[C:39]([N:43]3[CH2:44][CH2:45][N:46]([CH3:1])[CH2:47][CH2:48]3)=[CH:40][CH:41]=[CH:42][C:37]=2[N:36]=[C:35]1[CH2:49][N:50]([C@@H:55]1[C:64]2[N:63]=[CH:62][CH:61]=[CH:60][C:59]=2[CH2:58][CH2:57][CH2:56]1)[CH2:51][CH2:52][CH2:53][OH:54], predict the reactants needed to synthesize it. The reactants are: [CH3:1]N1C2C(N3CCN(C)CC3)=CC=CC=2N=C1CN([C@@H]1C2N=CC=CC=2CCC1)CCO.[CH3:33][N:34]1[C:38]2[C:39]([N:43]3[CH2:48][CH2:47][NH:46][CH2:45][CH2:44]3)=[CH:40][CH:41]=[CH:42][C:37]=2[N:36]=[C:35]1[CH2:49][N:50]([C@@H:55]1[C:64]2[N:63]=[CH:62][CH:61]=[CH:60][C:59]=2[CH2:58][CH2:57][CH2:56]1)[CH2:51][CH2:52][CH2:53][OH:54]. (8) The reactants are: [C:1]([OH:9])(=[O:8])[C:2]1C=CC=CC=1.C1(C[O:17][C:18]2[CH:19]=[CH:20][C:21]([C@@H:29]([OH:45])[CH2:30][NH:31][CH:32]3[CH2:40][C:39]4[C:34](=[CH:35][C:36]([CH2:43][CH3:44])=[C:37]([CH2:41][CH3:42])[CH:38]=4)[CH2:33]3)=[C:22]3[C:27]=2[NH:26][C:25](=[O:28])[CH:24]=[CH:23]3)C=CC=CC=1.C(C1C=C2C(=CC=1CC)CC(NC[C@@H](C1C=CC(O)=C3C=1C=CC(=O)N3)O)C2)C.[C:75]([OH:78])(=[O:77])[CH3:76]. Given the product [C:1]([OH:9])(=[O:8])/[CH:2]=[CH:76]\[C:75]([OH:78])=[O:77].[CH2:41]([C:37]1[CH:38]=[C:39]2[C:34](=[CH:35][C:36]=1[CH2:43][CH3:44])[CH2:33][CH:32]([NH:31][CH2:30][C@@H:29]([C:21]1[CH:20]=[CH:19][C:18]([OH:17])=[C:27]3[C:22]=1[CH:23]=[CH:24][C:25](=[O:28])[NH:26]3)[OH:45])[CH2:40]2)[CH3:42], predict the reactants needed to synthesize it. (9) Given the product [F:15][C:2]([F:1])([F:14])[C:3]1[N:8]=[N:7][C:6]([C:9]2([CH2:12][NH:13][C:16](=[O:17])[O:18][C:19]([CH3:22])([CH3:21])[CH3:20])[CH2:10][CH2:11]2)=[CH:5][CH:4]=1, predict the reactants needed to synthesize it. The reactants are: [F:1][C:2]([F:15])([F:14])[C:3]1[N:8]=[N:7][C:6]([C:9]2([C:12]#[N:13])[CH2:11][CH2:10]2)=[CH:5][CH:4]=1.[C:16](O[C:16]([O:18][C:19]([CH3:22])([CH3:21])[CH3:20])=[O:17])([O:18][C:19]([CH3:22])([CH3:21])[CH3:20])=[O:17].[Na]. (10) Given the product [OH:15][CH2:14][C:12]1[S:13][C:7]2[N:6]([CH2:22][CH:23]([CH3:24])[CH3:25])[C:5](=[O:26])[N:4]([CH3:3])[C:9](=[O:10])[C:8]=2[C:11]=1[CH2:14][C:12]1[S:13][CH:7]=[CH:8][CH:11]=1, predict the reactants needed to synthesize it. The reactants are: [BH4-].[Na+].[CH3:3][N:4]1[C:9](=[O:10])[C:8]2[C:11](SC3SC=CC=3)=[C:12]([CH:14]=[O:15])[S:13][C:7]=2[N:6]([CH2:22][CH:23]([CH3:25])[CH3:24])[C:5]1=[O:26].